Dataset: Full USPTO retrosynthesis dataset with 1.9M reactions from patents (1976-2016). Task: Predict the reactants needed to synthesize the given product. (1) The reactants are: [CH3:1][C:2]1[N:3]=[C:4]([C:17]2[CH:21]=[CH:20][N:19]([CH2:22][CH2:23]OS(C)(=O)=O)[N:18]=2)[S:5][C:6]=1[C:7](=[O:16])[NH:8][CH2:9][C:10]1[CH:11]=[N:12][CH:13]=[CH:14][CH:15]=1.[F:29][C:30]1[CH:35]=[CH:34][C:33]([NH2:36])=[CH:32][CH:31]=1. Given the product [N:12]1[CH:13]=[CH:14][CH:15]=[C:10]([CH2:9][NH:8][C:7]([C:6]2[S:5][C:4]([C:17]3[CH:21]=[CH:20][N:19]([CH2:22][CH2:23][NH:36][C:33]4[CH:34]=[CH:35][C:30]([F:29])=[CH:31][CH:32]=4)[N:18]=3)=[N:3][C:2]=2[CH3:1])=[O:16])[CH:11]=1, predict the reactants needed to synthesize it. (2) Given the product [Cl:15][C:16]1[CH:21]=[CH:20][C:19]([CH2:22][O:1][C:2]2[N:6]([C:7]3[CH:12]=[C:11]([C:13]#[N:14])[CH:10]=[CH:9][N:8]=3)[N:5]=[CH:4][CH:3]=2)=[C:18]([CH3:24])[CH:17]=1, predict the reactants needed to synthesize it. The reactants are: [OH:1][C:2]1[N:6]([C:7]2[CH:12]=[C:11]([C:13]#[N:14])[CH:10]=[CH:9][N:8]=2)[N:5]=[CH:4][CH:3]=1.[Cl:15][C:16]1[CH:21]=[CH:20][C:19]([CH2:22]O)=[C:18]([CH3:24])[CH:17]=1.